From a dataset of Reaction yield outcomes from USPTO patents with 853,638 reactions. Predict the reaction yield, written as a fraction of the theoretical maximum amount of product (1.0 means a 100% yield; for example, 0.34 means a 34% yield). (1) The reactants are [F:1][C:2]1[C:11]([N:12]2[CH2:16][CH2:15][CH2:14][C:13]2=[O:17])=[CH:10][C:9]([N+:18]([O-])=O)=[CH:8][C:3]=1[C:4]([O:6][CH3:7])=[O:5]. The catalyst is CCO.O.[Pd]. The product is [NH2:18][C:9]1[CH:10]=[C:11]([N:12]2[CH2:16][CH2:15][CH2:14][C:13]2=[O:17])[C:2]([F:1])=[C:3]([CH:8]=1)[C:4]([O:6][CH3:7])=[O:5]. The yield is 0.630. (2) The reactants are [CH:1](=O)[C:2]1[CH:7]=[CH:6][CH:5]=[CH:4][CH:3]=1.[CH2:9]([SH:13])[CH2:10][CH2:11][SH:12].B(F)(F)F.CCOCC. The catalyst is C(Cl)Cl. The product is [C:2]1([CH:1]2[S:13][CH2:9][CH2:10][CH2:11][S:12]2)[CH:7]=[CH:6][CH:5]=[CH:4][CH:3]=1. The yield is 0.870. (3) The reactants are [OH-].[Na+].Cl[C:4]1[N:9]=[C:8](Cl)[N:7]=[C:6](Cl)[N:5]=1.[CH2:12]([NH2:15])[CH2:13][CH3:14]. The catalyst is CC(C)=O.O. The product is [CH2:12]([NH:15][C:4]1[N:9]=[C:8]([NH:15][CH2:12][CH2:13][CH3:14])[N:7]=[CH:6][N:5]=1)[CH2:13][CH3:14]. The yield is 0.850.